The task is: Predict the product of the given reaction.. This data is from Forward reaction prediction with 1.9M reactions from USPTO patents (1976-2016). (1) Given the reactants [CH3:1][O:2][C:3](=[O:49])[NH:4][C@H:5]([C:9]([N:11]1[CH2:15][CH2:14][CH2:13][C@H:12]1[C:16]1[NH:17][CH:18]=[C:19]([C:21]2[CH:26]=[CH:25][C:24]([C:27]3[CH:32]=[CH:31][C:30]([NH:33][C:34]([C:36]4[CH:37]=[N:38][C:39]([N:42]5[CH2:47][CH2:46][NH:45][CH2:44][C@H:43]5[CH3:48])=[CH:40][CH:41]=4)=[O:35])=[CH:29][CH:28]=3)=[CH:23][CH:22]=2)[N:20]=1)=[O:10])[CH:6]([CH3:8])[CH3:7].[CH3:50][C:51]1([CH3:57])[CH2:53][C@@H:52]1[C:54](O)=[O:55].CN(C)C=O.C(N(CC)C(C)C)(C)C, predict the reaction product. The product is: [CH3:1][O:2][C:3](=[O:49])[NH:4][C@H:5]([C:9]([N:11]1[CH2:15][CH2:14][CH2:13][C@H:12]1[C:16]1[NH:17][CH:18]=[C:19]([C:21]2[CH:26]=[CH:25][C:24]([C:27]3[CH:32]=[CH:31][C:30]([NH:33][C:34]([C:36]4[CH:37]=[N:38][C:39]([N:42]5[CH2:47][CH2:46][N:45]([C:54]([C@H:52]6[CH2:53][C:51]6([CH3:57])[CH3:50])=[O:55])[CH2:44][C@H:43]5[CH3:48])=[CH:40][CH:41]=4)=[O:35])=[CH:29][CH:28]=3)=[CH:23][CH:22]=2)[N:20]=1)=[O:10])[CH:6]([CH3:8])[CH3:7]. (2) Given the reactants [NH2:1][C:2]1[CH:7]=[C:6]([Cl:8])[CH:5]=[CH:4][N:3]=1.[F:9][C:10]1[CH:19]=[C:18]([F:20])[CH:17]=[CH:16][C:11]=1[C:12](=O)[CH2:13]Br.[OH-].[Na+], predict the reaction product. The product is: [Cl:8][C:6]1[CH:5]=[CH:4][N:3]2[CH:13]=[C:12]([C:11]3[CH:16]=[CH:17][C:18]([F:20])=[CH:19][C:10]=3[F:9])[N:1]=[C:2]2[CH:7]=1. (3) Given the reactants C(OC(=O)[CH2:5][NH:6][C:7]([C:9]1([NH:12][C:13]([O:15]CC2C=CC=CC=2)=O)[CH2:11][CH2:10]1)=[O:8])C.[H][H], predict the reaction product. The product is: [CH2:11]1[C:9]2([C:7](=[O:8])[NH:6][CH2:5][C:13](=[O:15])[NH:12]2)[CH2:10]1.